Task: Predict the reactants needed to synthesize the given product.. Dataset: Full USPTO retrosynthesis dataset with 1.9M reactions from patents (1976-2016) (1) Given the product [CH3:24][O:25][C:26]([C:28]1[CH:33]=[N:32][C:31]([O:23][C:4]2[CH:5]=[CH:6][C:7]([CH:8]([CH3:22])[C:9]([C:15]3[CH:20]=[CH:19][N:18]=[C:17]([Cl:21])[CH:16]=3)([OH:14])[C:10]([F:13])([F:12])[F:11])=[C:2]([Cl:1])[CH:3]=2)=[CH:30][N:29]=1)=[O:27], predict the reactants needed to synthesize it. The reactants are: [Cl:1][C:2]1[CH:3]=[C:4]([OH:23])[CH:5]=[CH:6][C:7]=1[CH:8]([CH3:22])[C:9]([C:15]1[CH:20]=[CH:19][N:18]=[C:17]([Cl:21])[CH:16]=1)([OH:14])[C:10]([F:13])([F:12])[F:11].[CH3:24][O:25][C:26]([C:28]1[CH:33]=[N:32][C:31](Cl)=[CH:30][N:29]=1)=[O:27]. (2) Given the product [CH:1]1([CH2:4][CH:5]([C:9]2[CH:14]=[CH:13][C:12]([F:15])=[CH:11][CH:10]=2)[C:6]([N:17]([CH3:16])[C@H:18]2[CH2:37][N:22]3[C:23]4[C:28]([C:29]([CH2:30][C:31]([OH:33])=[O:32])=[C:21]3[CH2:20][CH2:19]2)=[CH:27][CH:26]=[CH:25][CH:24]=4)=[O:8])[CH2:2][CH2:3]1, predict the reactants needed to synthesize it. The reactants are: [CH:1]1([CH2:4][CH:5]([C:9]2[CH:14]=[CH:13][C:12]([F:15])=[CH:11][CH:10]=2)[C:6]([OH:8])=O)[CH2:3][CH2:2]1.[CH3:16][NH:17][C@H:18]1[CH2:37][N:22]2[C:23]3[C:28]([C:29]([CH2:30][C:31]([O:33]CCC)=[O:32])=[C:21]2[CH2:20][CH2:19]1)=[CH:27][CH:26]=[CH:25][CH:24]=3. (3) Given the product [CH3:1][CH:2]1[C:11]2[C:6](=[CH:7][CH:8]=[CH:9][CH:10]=2)[CH:5]([C:12]2[CH:17]=[CH:16][C:15]([C:18]([F:21])([F:19])[F:20])=[CH:14][CH:13]=2)[NH:4][CH2:3]1, predict the reactants needed to synthesize it. The reactants are: [CH3:1][CH:2]1[C:11]2[C:6](=[CH:7][CH:8]=[CH:9][CH:10]=2)[C:5]([C:12]2[CH:17]=[CH:16][C:15]([C:18]([F:21])([F:20])[F:19])=[CH:14][CH:13]=2)=[N:4][CH2:3]1.[BH4-].[Na+]. (4) Given the product [CH3:1][C:2]1[CH:3]=[CH:4][C:5]([C:8]([Cl:13])=[O:10])=[CH:6][CH:7]=1, predict the reactants needed to synthesize it. The reactants are: [CH3:1][C:2]1[CH:3]=[CH:4][C:5]([C:8]([OH:10])=O)=[CH:6][CH:7]=1.S(Cl)([Cl:13])=O. (5) Given the product [CH3:1][O:2][C:3](=[O:21])[C@@H:4]([NH:5][C:6]([O:8][C:9]([CH3:12])([CH3:10])[CH3:11])=[O:7])[CH2:13][C:14]1[CH:19]=[CH:18][C:17]([O:20][CH2:30][C:29]2[CH:32]=[CH:33][C:26]([C:24]#[N:25])=[CH:27][CH:28]=2)=[CH:16][CH:15]=1, predict the reactants needed to synthesize it. The reactants are: [CH3:1][O:2][C:3](=[O:21])[C@H:4]([CH2:13][C:14]1[CH:19]=[CH:18][C:17]([OH:20])=[CH:16][CH:15]=1)[NH:5][C:6]([O:8][C:9]([CH3:12])([CH3:11])[CH3:10])=[O:7].[H-].[Na+].[C:24]([C:26]1[CH:33]=[CH:32][C:29]([CH2:30]Br)=[CH:28][CH:27]=1)#[N:25].